The task is: Predict the reactants needed to synthesize the given product.. This data is from Full USPTO retrosynthesis dataset with 1.9M reactions from patents (1976-2016). Given the product [C:16]([O:15][C:14](=[O:20])[NH:13][C@@H:10]1[CH2:11][CH2:12][N:8]([C@@H:3]2[CH2:4][CH2:5][CH2:6][CH2:7][C@H:2]2[O:1][CH2:23][C:24]2[CH:29]=[CH:28][CH:27]=[CH:26][CH:25]=2)[CH2:9]1)([CH3:17])([CH3:19])[CH3:18], predict the reactants needed to synthesize it. The reactants are: [OH:1][C@@H:2]1[CH2:7][CH2:6][CH2:5][CH2:4][C@H:3]1[N:8]1[CH2:12][CH2:11][C@@H:10]([NH:13][C:14](=[O:20])[O:15][C:16]([CH3:19])([CH3:18])[CH3:17])[CH2:9]1.[H-].[Na+].[CH2:23](Br)[C:24]1[CH:29]=[CH:28][CH:27]=[CH:26][CH:25]=1.O.